From a dataset of Full USPTO retrosynthesis dataset with 1.9M reactions from patents (1976-2016). Predict the reactants needed to synthesize the given product. Given the product [CH2:1]([C:3]1[C:15]([OH:16])=[C:14]([CH2:17][CH3:18])[C:13]([CH2:19][OH:20])=[C:12]2[C:4]=1[CH2:5][CH2:6][C:7]1([O:11]2)[CH2:10][CH2:9][CH2:8]1)[CH3:2], predict the reactants needed to synthesize it. The reactants are: [CH2:1]([C:3]1[C:15]([OH:16])=[C:14]([CH2:17][CH3:18])[C:13]([CH:19]=[O:20])=[C:12]2[C:4]=1[CH2:5][CH2:6][C:7]1([O:11]2)[CH2:10][CH2:9][CH2:8]1)[CH3:2].[BH4-].[Na+].C(OCC)(=O)C.